Dataset: Forward reaction prediction with 1.9M reactions from USPTO patents (1976-2016). Task: Predict the product of the given reaction. (1) The product is: [C:10]([O:9][C:7](=[O:8])[NH:6][CH:4]([CH3:5])[CH:3]=[O:2])([CH3:13])([CH3:11])[CH3:12]. Given the reactants C[O:2][C:3](=O)[CH:4]([NH:6][C:7]([O:9][C:10]([CH3:13])([CH3:12])[CH3:11])=[O:8])[CH3:5].CC(C[AlH]CC(C)C)C.CO.C(O)(=O)CC(CC(O)=O)(C(O)=O)O, predict the reaction product. (2) Given the reactants [N+:1]([O-:4])(O)=[O:2].[F:5][C:6]1[CH:11]=[CH:10][C:9]([CH2:12][C:13](=[O:15])[CH3:14])=[CH:8][CH:7]=1, predict the reaction product. The product is: [F:5][C:6]1[CH:7]=[CH:8][C:9]([CH2:12][C:13](=[O:15])[CH3:14])=[CH:10][C:11]=1[N+:1]([O-:4])=[O:2]. (3) Given the reactants [C:1]([C:4]12[CH2:11][CH2:10][C:7]([NH:12][CH2:13][C:14]([N:16]3[CH2:20][C@@H:19]([F:21])[CH2:18][C@H:17]3[C:22]#[N:23])=[O:15])([CH2:8][CH2:9]1)[CH2:6][CH2:5]2)([OH:3])=O.[NH2:24][C:25]1[CH:38]=[CH:37][C:28]([C:29]([C:31]2[CH:36]=[CH:35][CH:34]=[CH:33][CH:32]=2)=[O:30])=[CH:27][CH:26]=1, predict the reaction product. The product is: [C:29]([C:28]1[CH:27]=[CH:26][C:25]([NH:24][C:1]([C:4]23[CH2:9][CH2:8][C:7]([NH:12][CH2:13][C:14]([N:16]4[CH2:20][C@@H:19]([F:21])[CH2:18][C@H:17]4[C:22]#[N:23])=[O:15])([CH2:6][CH2:5]2)[CH2:10][CH2:11]3)=[O:3])=[CH:38][CH:37]=1)(=[O:30])[C:31]1[CH:32]=[CH:33][CH:34]=[CH:35][CH:36]=1. (4) Given the reactants [F:1][C:2]1[CH:7]=[C:6]([F:8])[CH:5]=[CH:4][C:3]=1[C@:9]12[CH2:17][O:16][C@H:15]([CH2:18]O)[C@H:14]1[CH2:13][S:12][C:11]([NH:20][C:21](=[O:28])[C:22]1[CH:27]=[CH:26][CH:25]=[CH:24][CH:23]=1)=[N:10]2.C(N(CC)CC)C.[F:36]C(F)(C(F)(F)F)C(F)(F)C(F)(F)S(F)(=O)=O, predict the reaction product. The product is: [F:1][C:2]1[CH:7]=[C:6]([F:8])[CH:5]=[CH:4][C:3]=1[C@:9]12[CH2:17][O:16][C@H:15]([CH2:18][F:36])[C@H:14]1[CH2:13][S:12][C:11]([NH:20][C:21](=[O:28])[C:22]1[CH:27]=[CH:26][CH:25]=[CH:24][CH:23]=1)=[N:10]2. (5) The product is: [CH2:6]([NH:7][C:11]([CH:6]1[CH2:5][C:4]2[C:8](=[CH:9][CH:10]=[C:2]([CH3:1])[CH:3]=2)[NH:7]1)=[O:13])[CH2:5][CH2:4][CH3:3]. Given the reactants [CH3:1][C:2]1[CH:3]=[C:4]2[C:8](=[CH:9][CH:10]=1)[NH:7][CH:6]([C:11]([O:13]C)=O)[CH2:5]2, predict the reaction product. (6) Given the reactants [F:1][C:2]1[CH:7]=[CH:6][CH:5]=[CH:4][C:3]=1[C:8]1[NH:9][CH:10]=[C:11]([CH:13]=[O:14])[N:12]=1.[H-].[Na+].C1OCCOCCOCCOCCOC1.[S:32]1[CH:36]=[CH:35][CH:34]=[C:33]1[S:37](Cl)(=[O:39])=[O:38], predict the reaction product. The product is: [F:1][C:2]1[CH:7]=[CH:6][CH:5]=[CH:4][C:3]=1[C:8]1[N:9]([S:37]([C:33]2[S:32][CH:36]=[CH:35][CH:34]=2)(=[O:39])=[O:38])[CH:10]=[C:11]([CH:13]=[O:14])[N:12]=1. (7) Given the reactants [Si]([O:8][C@@H:9]([C:55]1[CH:60]=[CH:59][CH:58]=[CH:57][C:56]=1[C:61]1[CH:66]=[CH:65][C:64]([Cl:67])=[CH:63][CH:62]=1)[CH:10]1[CH2:15][CH2:14][N:13]([C:16]2[CH:54]=[CH:53][C:19]([C:20]([NH:22][S:23]([C:26]3[CH:31]=[CH:30][C:29]([NH:32][C@H:33]([CH2:42][CH2:43][N:44]4[CH2:49][CH2:48][O:47][CH2:46][CH2:45]4)[CH2:34][S:35][C:36]4[CH:41]=[CH:40][CH:39]=[CH:38][CH:37]=4)=[C:28]([N+:50]([O-:52])=[O:51])[CH:27]=3)(=[O:25])=[O:24])=[O:21])=[CH:18][CH:17]=2)[CH2:12][CH2:11]1)(C(C)(C)C)(C)C.CCCC[N+](CCCC)(CCCC)CCCC.[F-], predict the reaction product. The product is: [Cl:67][C:64]1[CH:65]=[CH:66][C:61]([C:56]2[CH:57]=[CH:58][CH:59]=[CH:60][C:55]=2[C@H:9]([OH:8])[CH:10]2[CH2:11][CH2:12][N:13]([C:16]3[CH:17]=[CH:18][C:19]([C:20]([NH:22][S:23]([C:26]4[CH:31]=[CH:30][C:29]([NH:32][C@H:33]([CH2:42][CH2:43][N:44]5[CH2:45][CH2:46][O:47][CH2:48][CH2:49]5)[CH2:34][S:35][C:36]5[CH:41]=[CH:40][CH:39]=[CH:38][CH:37]=5)=[C:28]([N+:50]([O-:52])=[O:51])[CH:27]=4)(=[O:25])=[O:24])=[O:21])=[CH:53][CH:54]=3)[CH2:14][CH2:15]2)=[CH:62][CH:63]=1. (8) Given the reactants C(O[C:6]([C:8]1[N:9]=[C:10]([C:30]#[N:31])[C:11]2[C:16]([C:17]=1[OH:18])=[CH:15][C:14]([O:19][C:20]1[CH:29]=[CH:28][C:23]3[N:24]=[C:25]([CH3:27])[S:26][C:22]=3[CH:21]=1)=[CH:13][CH:12]=2)=[O:7])CCC.[NH2:32][CH2:33][C:34]([OH:36])=[O:35], predict the reaction product. The product is: [C:30]([C:10]1[C:11]2[C:16](=[CH:15][C:14]([O:19][C:20]3[CH:29]=[CH:28][C:23]4[N:24]=[C:25]([CH3:27])[S:26][C:22]=4[CH:21]=3)=[CH:13][CH:12]=2)[C:17]([OH:18])=[C:8]([C:6]([NH:32][CH2:33][C:34]([OH:36])=[O:35])=[O:7])[N:9]=1)#[N:31]. (9) The product is: [C:21]([O:25][C:26](=[O:39])[CH:27]([O:29][C:30]1[CH:35]=[CH:34][C:33]([CH2:36][NH:37][C:13]([C:12]2[C:11]([O:10][C:8]3[CH:7]=[CH:6][C:5]4[O:1][CH2:2][O:3][C:4]=4[CH:9]=3)=[N:19][CH:18]=[C:17]([F:20])[CH:16]=2)=[O:15])=[C:32]([F:38])[CH:31]=1)[CH3:28])([CH3:22])([CH3:23])[CH3:24]. Given the reactants [O:1]1[C:5]2[CH:6]=[CH:7][C:8]([O:10][C:11]3[N:19]=[CH:18][C:17]([F:20])=[CH:16][C:12]=3[C:13]([OH:15])=O)=[CH:9][C:4]=2[O:3][CH2:2]1.[C:21]([O:25][C:26](=[O:39])[CH:27]([O:29][C:30]1[CH:35]=[CH:34][C:33]([CH2:36][NH2:37])=[C:32]([F:38])[CH:31]=1)[CH3:28])([CH3:24])([CH3:23])[CH3:22].O1C2C=CC(OC3N=CC=CC=3C(O)=O)=CC=2OC1.COC(=O)COC1C=CC(CN)=C(F)C=1, predict the reaction product. (10) Given the reactants [NH2:1][C:2]1[CH:3]=[C:4]([C:8]2[CH:13]=[N:12][CH:11]=[C:10]3[S:14][C:15]([C:17]([NH2:19])=[O:18])=[CH:16][C:9]=23)[CH:5]=[CH:6][CH:7]=1.CO[C:22]1[CH:29]=[C:28](OC)[CH:27]=CC=1C=O.C(O[BH-](OC(=O)C)OC(=O)C)(=O)C.[Na+].C(O)(=O)C, predict the reaction product. The product is: [CH:29]1([CH2:22][NH:1][C:2]2[CH:3]=[C:4]([C:8]3[CH:13]=[N:12][CH:11]=[C:10]4[S:14][C:15]([C:17]([NH2:19])=[O:18])=[CH:16][C:9]=34)[CH:5]=[CH:6][CH:7]=2)[CH2:27][CH2:28]1.